Regression. Given two drug SMILES strings and cell line genomic features, predict the synergy score measuring deviation from expected non-interaction effect. From a dataset of NCI-60 drug combinations with 297,098 pairs across 59 cell lines. Drug 1: COC1=CC(=CC(=C1O)OC)C2C3C(COC3=O)C(C4=CC5=C(C=C24)OCO5)OC6C(C(C7C(O6)COC(O7)C8=CC=CS8)O)O. Drug 2: C1CNP(=O)(OC1)N(CCCl)CCCl. Cell line: HS 578T. Synergy scores: CSS=45.7, Synergy_ZIP=14.0, Synergy_Bliss=13.9, Synergy_Loewe=-3.30, Synergy_HSA=14.1.